This data is from Forward reaction prediction with 1.9M reactions from USPTO patents (1976-2016). The task is: Predict the product of the given reaction. (1) Given the reactants O[CH2:2][CH2:3][N:4]([CH2:17][C:18]([F:21])([F:20])[F:19])[C:5]1[CH:12]=[CH:11][C:8]([C:9]#[N:10])=[C:7]([C:13]([F:16])([F:15])[F:14])[CH:6]=1.[C:22]1([S:28][S:28][C:22]2[CH:27]=[CH:26][CH:25]=[CH:24][CH:23]=2)[CH:27]=[CH:26][CH:25]=[CH:24][CH:23]=1.C(P(CCCC)CCCC)CCC, predict the reaction product. The product is: [C:22]1([S:28][CH2:2][CH2:3][N:4]([CH2:17][C:18]([F:21])([F:20])[F:19])[C:5]2[CH:12]=[CH:11][C:8]([C:9]#[N:10])=[C:7]([C:13]([F:16])([F:15])[F:14])[CH:6]=2)[CH:27]=[CH:26][CH:25]=[CH:24][CH:23]=1. (2) The product is: [CH3:39][N:40]1[CH2:45][CH2:44][N:43]([C:5]([NH:6][C:7]2[N:8]=[C:9]3[CH:14]=[CH:13][C:12]([O:15][C:16]4[CH:21]=[CH:20][CH:19]=[C:18]([NH:22][C:23](=[O:34])[C:24]5[CH:29]=[CH:28][CH:27]=[C:26]([C:30]([F:33])([F:31])[F:32])[CH:25]=5)[CH:17]=4)=[N:11][N:10]3[CH:35]=2)=[O:4])[CH2:42][CH2:41]1. Given the reactants ClC(Cl)(Cl)C[O:4][C:5](=O)[NH:6][C:7]1[N:8]=[C:9]2[CH:14]=[CH:13][C:12]([O:15][C:16]3[CH:21]=[CH:20][CH:19]=[C:18]([NH:22][C:23](=[O:34])[C:24]4[CH:29]=[CH:28][CH:27]=[C:26]([C:30]([F:33])([F:32])[F:31])[CH:25]=4)[CH:17]=3)=[N:11][N:10]2[CH:35]=1.[CH3:39][N:40]1[CH2:45][CH2:44][NH:43][CH2:42][CH2:41]1.C(N(C(C)C)C(C)C)(C)C, predict the reaction product. (3) Given the reactants [Br:1][C:2]1[C:10]2[C:5](=[N+:6]([O-:11])[CH:7]=[CH:8][CH:9]=2)[S:4][C:3]=1[S:12]([C:15]1[CH:20]=[C:19]([F:21])[CH:18]=[C:17]([C:22]#[N:23])[CH:16]=1)(=[O:14])=[O:13].[N+:24]([O-])([OH:26])=[O:25].CCOCC, predict the reaction product. The product is: [Br:1][C:2]1[C:10]2[C:5](=[N+:6]([O-:11])[CH:7]=[C:8]([N+:24]([O-:26])=[O:25])[CH:9]=2)[S:4][C:3]=1[S:12]([C:15]1[CH:20]=[C:19]([F:21])[CH:18]=[C:17]([C:22]#[N:23])[CH:16]=1)(=[O:13])=[O:14].